From a dataset of Forward reaction prediction with 1.9M reactions from USPTO patents (1976-2016). Predict the product of the given reaction. (1) Given the reactants CC1C=CC(S(O[CH2:12][C:13]23[CH2:20][CH2:19][C:16]([C:21]4[S:25][C:24]([CH3:26])=[N:23][C:22]=4[C:27]4[CH:32]=[CH:31][CH:30]=[CH:29][CH:28]=4)([CH2:17][CH2:18]2)[O:15][CH2:14]3)(=O)=O)=CC=1.[Na+].[I-:34], predict the reaction product. The product is: [I:34][CH2:12][C:13]12[CH2:20][CH2:19][C:16]([C:21]3[S:25][C:24]([CH3:26])=[N:23][C:22]=3[C:27]3[CH:32]=[CH:31][CH:30]=[CH:29][CH:28]=3)([CH2:17][CH2:18]1)[O:15][CH2:14]2. (2) Given the reactants O[CH:2]([C:10]1[CH:15]=[CH:14][CH:13]=[CH:12][N:11]=1)[C:3](=[CH2:9])[C:4]([O:6][CH2:7][CH3:8])=[O:5], predict the reaction product. The product is: [CH:2]1[C:3]([C:4]([O:6][CH2:7][CH3:8])=[O:5])=[CH:9][N:11]2[C:10]=1[CH:15]=[CH:14][CH:13]=[CH:12]2.